Dataset: NCI-60 drug combinations with 297,098 pairs across 59 cell lines. Task: Regression. Given two drug SMILES strings and cell line genomic features, predict the synergy score measuring deviation from expected non-interaction effect. (1) Drug 1: CC1=C2C(C(=O)C3(C(CC4C(C3C(C(C2(C)C)(CC1OC(=O)C(C(C5=CC=CC=C5)NC(=O)OC(C)(C)C)O)O)OC(=O)C6=CC=CC=C6)(CO4)OC(=O)C)O)C)O. Drug 2: C1=CN(C=N1)CC(O)(P(=O)(O)O)P(=O)(O)O. Cell line: COLO 205. Synergy scores: CSS=6.30, Synergy_ZIP=0.530, Synergy_Bliss=5.24, Synergy_Loewe=2.53, Synergy_HSA=3.29. (2) Drug 1: CN1C(=O)N2C=NC(=C2N=N1)C(=O)N. Drug 2: CC1=C(N=C(N=C1N)C(CC(=O)N)NCC(C(=O)N)N)C(=O)NC(C(C2=CN=CN2)OC3C(C(C(C(O3)CO)O)O)OC4C(C(C(C(O4)CO)O)OC(=O)N)O)C(=O)NC(C)C(C(C)C(=O)NC(C(C)O)C(=O)NCCC5=NC(=CS5)C6=NC(=CS6)C(=O)NCCC[S+](C)C)O. Cell line: NCI-H226. Synergy scores: CSS=22.3, Synergy_ZIP=-6.20, Synergy_Bliss=2.11, Synergy_Loewe=-19.0, Synergy_HSA=0.818. (3) Drug 2: CC(C)CN1C=NC2=C1C3=CC=CC=C3N=C2N. Drug 1: CN(C(=O)NC(C=O)C(C(C(CO)O)O)O)N=O. Cell line: HOP-92. Synergy scores: CSS=6.59, Synergy_ZIP=-1.46, Synergy_Bliss=0.791, Synergy_Loewe=3.30, Synergy_HSA=-0.159. (4) Drug 1: C1CC(C1)(C(=O)O)C(=O)O.[NH2-].[NH2-].[Pt+2]. Drug 2: CC1C(C(CC(O1)OC2CC(CC3=C2C(=C4C(=C3O)C(=O)C5=C(C4=O)C(=CC=C5)OC)O)(C(=O)CO)O)N)O.Cl. Cell line: LOX IMVI. Synergy scores: CSS=46.0, Synergy_ZIP=-6.66, Synergy_Bliss=-4.44, Synergy_Loewe=-17.3, Synergy_HSA=-0.980. (5) Drug 1: C1=NC2=C(N=C(N=C2N1C3C(C(C(O3)CO)O)F)Cl)N. Drug 2: C1=CC=C(C=C1)NC(=O)CCCCCCC(=O)NO. Cell line: NCI-H322M. Synergy scores: CSS=1.71, Synergy_ZIP=-0.835, Synergy_Bliss=-0.192, Synergy_Loewe=-1.64, Synergy_HSA=-1.00. (6) Drug 1: CC(C1=C(C=CC(=C1Cl)F)Cl)OC2=C(N=CC(=C2)C3=CN(N=C3)C4CCNCC4)N. Drug 2: CCC1=C2CN3C(=CC4=C(C3=O)COC(=O)C4(CC)O)C2=NC5=C1C=C(C=C5)O. Cell line: NCI-H226. Synergy scores: CSS=24.3, Synergy_ZIP=-5.62, Synergy_Bliss=-5.64, Synergy_Loewe=-19.7, Synergy_HSA=-4.73.